From a dataset of Full USPTO retrosynthesis dataset with 1.9M reactions from patents (1976-2016). Predict the reactants needed to synthesize the given product. (1) Given the product [F:1][C:2]1[CH:3]=[CH:4][CH:5]=[C:6]2[C:10]=1[N:9]([CH3:11])[CH:8]=[C:7]2[CH2:12][NH:15][CH3:14], predict the reactants needed to synthesize it. The reactants are: [F:1][C:2]1[CH:3]=[CH:4][CH:5]=[C:6]2[C:10]=1[N:9]([CH3:11])[CH:8]=[C:7]2[CH:12]=O.[CH3:14][N:15]1C2C(=CC=CC=2)C(C)=C1C=O. (2) Given the product [F:35][C:32]([F:33])([F:34])[O:31][C:26]1[CH:27]=[CH:28][CH:29]=[CH:30][C:25]=1[NH:24][S:21]([C:18]1[CH:19]=[CH:20][C:15]([CH2:14][NH:13][C:10]([C:2]2[NH:1][C:9]3[CH:8]=[CH:7][N:6]=[CH:5][C:4]=3[CH:3]=2)=[O:12])=[CH:16][CH:17]=1)(=[O:23])=[O:22], predict the reactants needed to synthesize it. The reactants are: [NH:1]1[C:9]2[CH:8]=[CH:7][N:6]=[CH:5][C:4]=2[CH:3]=[C:2]1[C:10]([OH:12])=O.[NH2:13][CH2:14][C:15]1[CH:20]=[CH:19][C:18]([S:21]([NH:24][C:25]2[CH:30]=[CH:29][CH:28]=[CH:27][C:26]=2[O:31][C:32]([F:35])([F:34])[F:33])(=[O:23])=[O:22])=[CH:17][CH:16]=1.CN(C(ON1N=NC2C=CC=NC1=2)=[N+](C)C)C.F[P-](F)(F)(F)(F)F.CCN(C(C)C)C(C)C.